Dataset: Forward reaction prediction with 1.9M reactions from USPTO patents (1976-2016). Task: Predict the product of the given reaction. The product is: [CH2:33]([O:35][C:36](=[O:39])[CH2:37][O:16][C:11]1[CH:10]=[C:9]([O:8][C:6]2[CH:5]=[CH:4][C:3]([CH:17]([CH3:32])[C:18]([OH:23])([C:24]3[CH:25]=[CH:26][C:27](=[O:31])[N:28]([CH3:30])[CH:29]=3)[C:19]([F:22])([F:20])[F:21])=[C:2]([Cl:1])[CH:7]=2)[CH:14]=[CH:13][C:12]=1[F:15])[CH3:34]. Given the reactants [Cl:1][C:2]1[CH:7]=[C:6]([O:8][C:9]2[CH:14]=[CH:13][C:12]([F:15])=[C:11]([OH:16])[CH:10]=2)[CH:5]=[CH:4][C:3]=1[CH:17]([CH3:32])[C:18]([C:24]1[CH:25]=[CH:26][C:27](=[O:31])[N:28]([CH3:30])[CH:29]=1)([OH:23])[C:19]([F:22])([F:21])[F:20].[CH2:33]([O:35][C:36](=[O:39])[CH2:37]Br)[CH3:34].C(=O)([O-])[O-].[Cs+].[Cs+], predict the reaction product.